From a dataset of Catalyst prediction with 721,799 reactions and 888 catalyst types from USPTO. Predict which catalyst facilitates the given reaction. (1) Reactant: [NH2:1][C:2]1[CH:7]=[CH:6][C:5]([OH:8])=[CH:4][C:3]=1[N+:9]([O-:11])=[O:10].C(=O)([O-])[O-].[K+].[K+].Br[CH2:19][CH2:20][O:21][CH:22]1[CH2:27][CH2:26][CH2:25][CH2:24][O:23]1.CCOC(C)=O.[Cl-].[Na+].O. Product: [N+:9]([C:3]1[CH:4]=[C:5]([O:8][CH2:19][CH2:20][O:21][CH:22]2[CH2:27][CH2:26][CH2:25][CH2:24][O:23]2)[CH:6]=[CH:7][C:2]=1[NH2:1])([O-:11])=[O:10]. The catalyst class is: 3. (2) Reactant: [NH2:1][C:2]1[CH:3]=[N:4][C:5]([NH:8][C:9]2[CH:10]=[CH:11][C:12]([C:15]([N:17]3[CH2:22][CH2:21][N:20]([CH2:23][CH2:24][OH:25])[CH2:19][CH2:18]3)=[O:16])=[N:13][CH:14]=2)=[N:6][CH:7]=1.[Cl:26][C:27]1[CH:35]=[CH:34][CH:33]=[C:32]([Cl:36])[C:28]=1[C:29](Cl)=[O:30]. Product: [Cl:26][C:27]1[CH:35]=[CH:34][CH:33]=[C:32]([Cl:36])[C:28]=1[C:29]([NH:1][C:2]1[CH:7]=[N:6][C:5]([NH:8][C:9]2[CH:14]=[N:13][C:12]([C:15]([N:17]3[CH2:18][CH2:19][N:20]([CH2:23][CH2:24][OH:25])[CH2:21][CH2:22]3)=[O:16])=[CH:11][CH:10]=2)=[N:4][CH:3]=1)=[O:30]. The catalyst class is: 1. (3) Reactant: [N:1]1[CH:6]=[CH:5][CH:4]=[N:3][C:2]=1[NH2:7].[Cl:8][C:9]1[N:14]=[C:13](Cl)[C:12]([Cl:16])=[CH:11][N:10]=1.C(=O)([O-])[O-].[K+].[K+]. Product: [Cl:8][C:9]1[N:14]=[C:13]([NH:7][C:2]2[N:3]=[CH:4][CH:5]=[CH:6][N:1]=2)[C:12]([Cl:16])=[CH:11][N:10]=1. The catalyst class is: 12. (4) Reactant: [CH:1]1([CH:4]([C:16]2[CH:17]=[N:18][C:19]([O:22][CH3:23])=[CH:20][CH:21]=2)[O:5][C:6]2[CH:11]=[CH:10][C:9]([CH2:12][NH2:13])=[CH:8][C:7]=2[O:14][CH3:15])[CH2:3][CH2:2]1.C(=O)([O-])[O-].[K+].[K+].Cl[C:31]1[C:36]([N+:37]([O-:39])=[O:38])=[CH:35][C:34]([I:40])=[CH:33][N:32]=1. Product: [CH:1]1([CH:4]([C:16]2[CH:17]=[N:18][C:19]([O:22][CH3:23])=[CH:20][CH:21]=2)[O:5][C:6]2[CH:11]=[CH:10][C:9]([CH2:12][NH:13][C:31]3[C:36]([N+:37]([O-:39])=[O:38])=[CH:35][C:34]([I:40])=[CH:33][N:32]=3)=[CH:8][C:7]=2[O:14][CH3:15])[CH2:3][CH2:2]1. The catalyst class is: 10. (5) Reactant: [Si:1]([O:8][CH2:9][C@H:10]1[O:14][C:13]([CH3:16])([CH3:15])[N:12]([C:17]([O:19][C:20]([CH3:23])([CH3:22])[CH3:21])=[O:18])[C@H:11]1[CH2:24][C:25]1[CH:30]=[CH:29][N:28]=[CH:27][CH:26]=1)([C:4]([CH3:7])([CH3:6])[CH3:5])([CH3:3])[CH3:2].[C:31](Cl)(=O)C.C[Mg]Br.C(C1C(=O)C(Cl)=C(Cl)C(=O)C=1C#N)#N. Product: [Si:1]([O:8][CH2:9][C@H:10]1[O:14][C:13]([CH3:16])([CH3:15])[N:12]([C:17]([O:19][C:20]([CH3:21])([CH3:22])[CH3:23])=[O:18])[C@H:11]1[CH2:24][C:25]1[CH:26]=[CH:27][N:28]=[C:29]([CH3:31])[CH:30]=1)([C:4]([CH3:5])([CH3:6])[CH3:7])([CH3:3])[CH3:2]. The catalyst class is: 56. (6) Reactant: [Cl:1][C:2]1[N:6]([C:7]2[CH:12]=[CH:11][CH:10]=[CH:9][CH:8]=2)[N:5]=[C:4]([C:13]([F:16])([F:15])[F:14])[C:3]=1[CH2:17]O.P(Br)(Br)[Br:20].O. Product: [Br:20][CH2:17][C:3]1[C:4]([C:13]([F:16])([F:15])[F:14])=[N:5][N:6]([C:7]2[CH:12]=[CH:11][CH:10]=[CH:9][CH:8]=2)[C:2]=1[Cl:1]. The catalyst class is: 27. (7) Reactant: [I:1]NC1C=CC=CC=1.F[P-](F)(F)(F)(F)F.[N:16]1(O[P+](N(C)C)(N(C)C)N(C)C)[C:20]2[CH:21]=[CH:22][CH:23]=[CH:24][C:19]=2N=N1.[CH2:36]([O:43][C:44]([N:46]1[CH2:49][CH:48]([C:50]([OH:52])=O)[CH2:47]1)=[O:45])[C:37]1[CH:42]=[CH:41][CH:40]=[CH:39][CH:38]=1.C(N(CC)CC)C.C([O-])([O-])=O.[Na+].[Na+]. Product: [CH2:36]([O:43][C:44]([N:46]1[CH2:49][CH:48]([C:50](=[O:52])[NH:16][C:20]2[CH:21]=[CH:22][CH:23]=[CH:24][C:19]=2[I:1])[CH2:47]1)=[O:45])[C:37]1[CH:42]=[CH:41][CH:40]=[CH:39][CH:38]=1. The catalyst class is: 10.